From a dataset of Forward reaction prediction with 1.9M reactions from USPTO patents (1976-2016). Predict the product of the given reaction. (1) Given the reactants C[O:2][C:3](=[O:25])[CH2:4][C:5]1[CH:6]=[C:7]([C:13]2[CH:18]=[CH:17][C:16]([C:19]([F:22])([F:21])[F:20])=[CH:15][C:14]=2[CH:23]=O)[C:8]([O:11][CH3:12])=[CH:9][CH:10]=1.[CH:26]1([NH2:29])[CH2:28][CH2:27]1.Cl[C:31]([O:33][CH2:34][C:35]1[CH:40]=[CH:39][CH:38]=[CH:37][CH:36]=1)=[O:32], predict the reaction product. The product is: [CH2:34]([O:33][C:31]([N:29]([CH2:23][C:14]1[CH:15]=[C:16]([C:19]([F:22])([F:21])[F:20])[CH:17]=[CH:18][C:13]=1[C:7]1[C:8]([O:11][CH3:12])=[CH:9][CH:10]=[C:5]([CH2:4][C:3]([OH:25])=[O:2])[CH:6]=1)[CH:26]1[CH2:28][CH2:27]1)=[O:32])[C:35]1[CH:40]=[CH:39][CH:38]=[CH:37][CH:36]=1. (2) Given the reactants [F:1][C:2]([F:11])([F:10])[C:3]1[CH:4]=[C:5]([SH:9])[CH:6]=[CH:7][CH:8]=1.CS(O[CH:17]1[CH2:22][CH2:21][O:20][CH:19]([C:23]2[C:28]([CH3:29])=[CH:27][C:26]([Br:30])=[CH:25][N:24]=2)[CH2:18]1)(=O)=O.C([O-])([O-])=O.[K+].[K+], predict the reaction product. The product is: [Br:30][C:26]1[CH:27]=[C:28]([CH3:29])[C:23]([CH:19]2[CH2:18][CH:17]([S:9][C:5]3[CH:6]=[CH:7][CH:8]=[C:3]([C:2]([F:1])([F:10])[F:11])[CH:4]=3)[CH2:22][CH2:21][O:20]2)=[N:24][CH:25]=1. (3) Given the reactants [F:1][C:2]([F:7])([F:6])[C:3](O)=O.C(O[C:13]([N:15]1[CH2:20][CH2:19][CH:18]([CH2:21][N:22]2[CH2:27][CH2:26][N:25]([C:28]3[CH:33]=[CH:32][C:31]([O:34][CH2:35][CH:36]4[O:41][C:40]5=[N:42][C:43]([N+:45]([O-:47])=[O:46])=[CH:44][N:39]5[CH2:38][CH2:37]4)=[CH:30][CH:29]=3)[CH2:24][CH2:23]2)[CH2:17][CH2:16]1)=O)(C)(C)C.C(=O)([O-])[O-].[K+].[K+], predict the reaction product. The product is: [N+:45]([C:43]1[N:42]=[C:40]2[N:39]([CH:44]=1)[CH2:38][CH2:37][CH:36]([CH2:35][O:34][C:31]1[CH:32]=[CH:33][C:28]([N:25]3[CH2:24][CH2:23][N:22]([CH2:21][CH:18]4[CH2:19][CH2:20][N:15]([CH2:13][C:18]5[CH:19]=[CH:20][C:3]([C:2]([F:7])([F:6])[F:1])=[CH:16][CH:17]=5)[CH2:16][CH2:17]4)[CH2:27][CH2:26]3)=[CH:29][CH:30]=1)[O:41]2)([O-:47])=[O:46]. (4) Given the reactants [C:1]1([P:7]([C:11]2[CH:16]=[CH:15][CH:14]=[CH:13][CH:12]=2)[CH2:8][CH2:9][NH2:10])[CH:6]=[CH:5][CH:4]=[CH:3][CH:2]=1.[CH:17]1([CH:23]=O)[CH2:22][CH2:21][CH2:20][CH2:19][CH2:18]1, predict the reaction product. The product is: [CH:17]1([CH:23]=[N:10][CH2:9][CH2:8][P:7]([C:11]2[CH:16]=[CH:15][CH:14]=[CH:13][CH:12]=2)[C:1]2[CH:2]=[CH:3][CH:4]=[CH:5][CH:6]=2)[CH2:22][CH2:21][CH2:20][CH2:19][CH2:18]1. (5) Given the reactants [CH2:1]([O:8][C:9](=[O:23])[NH:10][CH2:11][CH:12]([OH:22])[C:13](=[O:21])[NH:14][C:15]1[CH:20]=[CH:19][CH:18]=[CH:17][CH:16]=1)[C:2]1[CH:7]=[CH:6][CH:5]=[CH:4][CH:3]=1.[CH2:24]1CN([P+](ON2N=NC3C=CC=CC2=3)(N2CCCC2)N2CCCC2)CC1.F[P-](F)(F)(F)(F)F.C1C=CC2N(O)N=NC=2C=1.C(N)C1C=CC=CC=1.CCN(C(C)C)C(C)C, predict the reaction product. The product is: [CH2:1]([O:8][C:9](=[O:23])[NH:10][CH2:11][CH:12]([C:13](=[O:21])[NH:14][CH2:15][C:20]1[CH:19]=[CH:18][CH:17]=[CH:16][CH:24]=1)[OH:22])[C:2]1[CH:3]=[CH:4][CH:5]=[CH:6][CH:7]=1.